Dataset: Catalyst prediction with 721,799 reactions and 888 catalyst types from USPTO. Task: Predict which catalyst facilitates the given reaction. (1) The catalyst class is: 533. Product: [C:33]1([CH3:38])[C:32]([NH:31][C:8]2[O:9][C:10]([C:11]3[CH:16]=[CH:15][C:14]([N:17]4[CH2:22][CH2:21][N:20]([C:23]([O:25][C:26]([CH3:29])([CH3:28])[CH3:27])=[O:24])[CH2:19][CH2:18]4)=[CH:13][CH:12]=3)=[C:6]([C:4]([O:3][CH2:1][CH3:2])=[O:5])[N:7]=2)=[CH:37][CH:36]=[CH:35][CH:34]=1. Reactant: [CH2:1]([O:3][C:4]([C:6]1[N:7]=[C:8](I)[O:9][C:10]=1[C:11]1[CH:16]=[CH:15][C:14]([N:17]2[CH2:22][CH2:21][N:20]([C:23]([O:25][C:26]([CH3:29])([CH3:28])[CH3:27])=[O:24])[CH2:19][CH2:18]2)=[CH:13][CH:12]=1)=[O:5])[CH3:2].[NH2:31][C:32]1[C:33]([CH3:38])=[CH:34][CH:35]=[CH:36][CH:37]=1.C1(P(C2CCCCC2)C2C=CC=CC=2C2C(CCC)=CC(CCC)=CC=2CCC)CCCCC1.C(=O)([O-])[O-].[K+].[K+]. (2) Reactant: C[O:2][C:3]([C:5]1[C:10]2[NH:11][C:12]([C:14]3[CH:19]=[CH:18][CH:17]=[CH:16][C:15]=3[O:20][CH3:21])=[N:13][C:9]=2[CH:8]=[CH:7][C:6]=1[CH:22](C(OCC)=O)[C:23]([O:25]CC)=[O:24])=[O:4].[OH-].[Na+]. Product: [C:23]([CH2:22][C:6]1[CH:7]=[CH:8][C:9]2[N:13]=[C:12]([C:14]3[CH:19]=[CH:18][CH:17]=[CH:16][C:15]=3[O:20][CH3:21])[NH:11][C:10]=2[C:5]=1[C:3]([OH:4])=[O:2])([OH:25])=[O:24]. The catalyst class is: 36. (3) Reactant: [C:1]([N:4]1[C:13]2[C:8](=[CH:9][C:10]([N:14]3[CH2:19][CH2:18][N:17](C(OC(C)(C)C)=O)[CH2:16][CH2:15]3)=[CH:11][CH:12]=2)[C@H:7]([NH:27][C:28]2[N:33]=[C:32]([CH3:34])[CH:31]=[CH:30][N:29]=2)[C@@H:6]([CH3:35])[C@@H:5]1[CH3:36])(=[O:3])[CH3:2].C(O)(C(F)(F)F)=O. Product: [CH3:36][C@H:5]1[C@H:6]([CH3:35])[C@@H:7]([NH:27][C:28]2[N:33]=[C:32]([CH3:34])[CH:31]=[CH:30][N:29]=2)[C:8]2[C:13](=[CH:12][CH:11]=[C:10]([N:14]3[CH2:15][CH2:16][NH:17][CH2:18][CH2:19]3)[CH:9]=2)[N:4]1[C:1](=[O:3])[CH3:2]. The catalyst class is: 2. (4) Reactant: [Cl-].[CH2:2]([O:4][C:5]([CH2:7][P+](C1C=CC=CC=1)(C1C=CC=CC=1)C1C=CC=CC=1)=[O:6])[CH3:3].CC(C)([O-])C.[K+].[F:33][C:34]([F:54])([F:53])[C:35]([NH:37][C@H:38]([CH3:52])[CH2:39][C:40]1[CH:45]=[C:44]([O:46][CH3:47])[C:43]([CH:48]=O)=[CH:42][C:41]=1[O:50][CH3:51])=[O:36]. Product: [CH2:2]([O:4][C:5](=[O:6])[CH:7]=[CH:48][C:43]1[CH:42]=[C:41]([O:50][CH3:51])[C:40]([CH2:39][C@H:38]([NH:37][C:35](=[O:36])[C:34]([F:54])([F:53])[F:33])[CH3:52])=[CH:45][C:44]=1[O:46][CH3:47])[CH3:3]. The catalyst class is: 1. (5) Reactant: [N+:1]([O-:4])(O)=[O:2].C[C:6]([O:8][C:9]([CH3:11])=[O:10])=O.CC1[S:17][C:16]([C:18](O)=O)=[CH:15][CH:14]=1.OS(O)(=O)=O. Product: [CH3:18][C:16]1[S:17][C:11]([C:9]([O:8][CH3:6])=[O:10])=[CH:14][C:15]=1[N+:1]([O-:4])=[O:2]. The catalyst class is: 5. (6) Reactant: [I:1]I.[Cl:3][C:4]1[CH:5]=[C:6]([Cl:14])[C:7]2[O:11][C:10]([CH3:12])=[CH:9][C:8]=2[CH:13]=1.[N+]([O-])([O-])=O.[Na+]. The catalyst class is: 15. Product: [Cl:3][C:4]1[CH:5]=[C:6]([Cl:14])[C:7]2[O:11][C:10]([CH3:12])=[C:9]([I:1])[C:8]=2[CH:13]=1. (7) Reactant: [CH3:1][C:2]1[C:10]2[C:5](=[CH:6][C:7]([N+:11]([O-])=O)=[CH:8][CH:9]=2)[N:4]([CH2:14][O:15][CH2:16][CH2:17][Si:18]([CH3:21])([CH3:20])[CH3:19])[N:3]=1.[H][H]. Product: [CH3:1][C:2]1[C:10]2[C:5](=[CH:6][C:7]([NH2:11])=[CH:8][CH:9]=2)[N:4]([CH2:14][O:15][CH2:16][CH2:17][Si:18]([CH3:19])([CH3:21])[CH3:20])[N:3]=1. The catalyst class is: 19. (8) Reactant: [CH2:1]([O:8][C:9]1[CH:10]=[C:11]([CH:28]=[CH:29][C:30]=1[O:31][CH2:32][C:33]1[CH:38]=[CH:37][CH:36]=[CH:35][CH:34]=1)[C:12]1[O:13][C:14]2[C:19]([C:20](=[O:22])[CH:21]=1)=[CH:18][C:17]([O:23][CH2:24][CH:25]1[O:27][CH2:26]1)=[CH:16][CH:15]=2)[C:2]1[CH:7]=[CH:6][CH:5]=[CH:4][CH:3]=1.[C:39]([NH2:43])([CH3:42])([CH3:41])[CH3:40]. Product: [C:39]([NH:43][CH2:26][CH:25]([OH:27])[CH2:24][O:23][C:17]1[CH:18]=[C:19]2[C:14](=[CH:15][CH:16]=1)[O:13][C:12]([C:11]1[CH:28]=[CH:29][C:30]([O:31][CH2:32][C:33]3[CH:38]=[CH:37][CH:36]=[CH:35][CH:34]=3)=[C:9]([O:8][CH2:1][C:2]3[CH:7]=[CH:6][CH:5]=[CH:4][CH:3]=3)[CH:10]=1)=[CH:21][C:20]2=[O:22])([CH3:42])([CH3:41])[CH3:40]. The catalyst class is: 5. (9) Reactant: Cl.[N+:2]([C:5]1[CH:14]=[C:13]([N+:15]([O-:17])=[O:16])[C:12]2[C:7](=[CH:8][CH:9]=[CH:10][CH:11]=2)[C:6]=1[CH:18](C(OCC)=O)[C:19]([O:21][C:22](C)(C)[CH3:23])=[O:20])([O-:4])=[O:3]. Product: [N+:2]([C:5]1[CH:14]=[C:13]([N+:15]([O-:17])=[O:16])[C:12]2[C:7](=[CH:8][CH:9]=[CH:10][CH:11]=2)[C:6]=1[CH2:18][C:19]([O:21][CH2:22][CH3:23])=[O:20])([O-:4])=[O:3]. The catalyst class is: 25.